Dataset: Forward reaction prediction with 1.9M reactions from USPTO patents (1976-2016). Task: Predict the product of the given reaction. (1) Given the reactants [Br:1][C:2]1[CH:3]=[C:4]([CH:15]=[C:16]([Br:36])[C:17]=1[O:18][C:19]1[CH:24]=[CH:23][C:22]([O:25]C)=[C:21]([S:27]([N:30]2[CH2:35][CH2:34][CH2:33][CH2:32][CH2:31]2)(=[O:29])=[O:28])[CH:20]=1)[CH:5]=[N:6][O:7][CH:8]([CH3:14])[C:9]([O:11]CC)=[O:10].B(Br)(Br)Br, predict the reaction product. The product is: [Br:36][C:16]1[CH:15]=[C:4]([CH:3]=[C:2]([Br:1])[C:17]=1[O:18][C:19]1[CH:24]=[CH:23][C:22]([OH:25])=[C:21]([S:27]([N:30]2[CH2:31][CH2:32][CH2:33][CH2:34][CH2:35]2)(=[O:29])=[O:28])[CH:20]=1)[CH:5]=[N:6][O:7][CH:8]([CH3:14])[C:9]([OH:11])=[O:10]. (2) Given the reactants [H-].[Na+].[C:3]([C:5]1[CH:10]=[CH:9][C:8]([S:11]([NH:14][CH:15]([C:21]2[N:25]([C:26]3[CH:31]=[CH:30][CH:29]=[CH:28][CH:27]=3)[N:24]=[CH:23][CH:22]=2)[CH:16]([CH2:19][CH3:20])[CH2:17][CH3:18])(=[O:13])=[O:12])=[CH:7][CH:6]=1)#[N:4].I[CH3:33], predict the reaction product. The product is: [C:3]([C:5]1[CH:10]=[CH:9][C:8]([S:11]([N:14]([CH:15]([C:21]2[N:25]([C:26]3[CH:27]=[CH:28][CH:29]=[CH:30][CH:31]=3)[N:24]=[CH:23][CH:22]=2)[CH:16]([CH2:17][CH3:18])[CH2:19][CH3:20])[CH3:33])(=[O:13])=[O:12])=[CH:7][CH:6]=1)#[N:4].